This data is from Peptide-MHC class I binding affinity with 185,985 pairs from IEDB/IMGT. The task is: Regression. Given a peptide amino acid sequence and an MHC pseudo amino acid sequence, predict their binding affinity value. This is MHC class I binding data. The peptide sequence is KMVELVHFLLL. The MHC is HLA-A02:01 with pseudo-sequence HLA-A02:01. The binding affinity (normalized) is 0.851.